Task: Binary Classification. Given a drug SMILES string, predict its activity (active/inactive) in a high-throughput screening assay against a specified biological target.. Dataset: HIV replication inhibition screening data with 41,000+ compounds from the AIDS Antiviral Screen (1) The result is 0 (inactive). The compound is CC(=O)c1c(-c2cccc3ccccc23)c(C#N)c(=S)n(C2OC(CO)C(O)C(O)C2O)c1-c1ccccc1. (2) The molecule is CCCSSC1NC(=O)C1NC(=O)COc1ccccc1. The result is 0 (inactive). (3) The drug is COC(=O)CC(C(=O)OC)=C1CCC2=C1N1CCCC1C2(CC(=O)OC)C(=O)OC. The result is 0 (inactive). (4) The drug is Nc1nc(O)c2nc(CNc3ccc(C(=O)NC(CCC(=O)NC(CCC(=O)NC(CCC(=O)NC(CCC(=O)NC(CCC(=O)O)C(=O)O)C(=O)O)C(=O)O)C(=O)O)C(=O)O)cc3)cnc2n1. The result is 0 (inactive). (5) The compound is Oc1c(O)c(Cc2ccccc2)c(Cc2ccccc2)c(Cc2ccccc2)c1Cc1ccccc1. The result is 0 (inactive). (6) The molecule is N=C1NC2=NC(=O)C(=O)N2N1. The result is 0 (inactive). (7) The molecule is CCOC(=O)N1CCN(C(=O)COc2cc3c(O)c4c(O)c(C)c5c(c24)C(=O)C(C)(OC=CC(OC)C(C)C(OC(C)=O)C(C)C(O)C(C)C(O)C(C)C=CC=C(C)C(=O)N3)O5)CC1. The result is 0 (inactive). (8) The result is 0 (inactive). The compound is NC(=O)c1ncn(CC2(COC(=O)c3ccccc3)CCC2)n1. (9) The compound is O=C1OC(c2ccc(Cl)c3ccccc23)c2ccccc21. The result is 0 (inactive).